Task: Predict the product of the given reaction.. Dataset: Forward reaction prediction with 1.9M reactions from USPTO patents (1976-2016) (1) Given the reactants Br[C:2]1[C:7]2[S:8][CH:9]=[CH:10][C:6]=2[CH:5]=[CH:4][CH:3]=1.[Mg].II.[CH3:14][C:15]1[CH:22]=[CH:21][C:18]([CH:19]=[O:20])=[CH:17][CH:16]=1.[Cl-].[NH4+], predict the reaction product. The product is: [S:8]1[CH:9]=[CH:10][C:6]2[CH:5]=[CH:4][CH:3]=[C:2]([CH:19]([C:18]3[CH:21]=[CH:22][C:15]([CH3:14])=[CH:16][CH:17]=3)[OH:20])[C:7]1=2. (2) Given the reactants [C:1](=[O:12])(OC(Cl)(Cl)Cl)[O:2][C:3](Cl)(Cl)Cl.[NH2:13][C:14]1C=[CH:18][CH:17]=[CH:16][C:15]=1O.C(N(CC)CC)C, predict the reaction product. The product is: [O:2]1[C:3]2[CH:18]=[CH:17][CH:16]=[CH:15][C:14]=2[NH:13][C:1]1=[O:12]. (3) Given the reactants [F:1][C:2]1[C:3]([O:29]C)=[C:4]2[C:9](=[CH:10][CH:11]=1)[CH:8]([NH:12][C:13]1[CH:21]=[CH:20][CH:19]=[C:18]3[C:14]=1[CH:15]=[N:16][NH:17]3)[C:7]([C:23]([F:26])([F:25])[F:24])([OH:22])[CH2:6][C:5]2([CH3:28])[CH3:27].B(Br)(Br)Br.C(=O)(O)[O-].[Na+], predict the reaction product. The product is: [F:1][C:2]1[CH:11]=[CH:10][C:9]2[CH:8]([NH:12][C:13]3[CH:21]=[CH:20][CH:19]=[C:18]4[C:14]=3[CH:15]=[N:16][NH:17]4)[C:7]([C:23]([F:25])([F:26])[F:24])([OH:22])[CH2:6][C:5]([CH3:27])([CH3:28])[C:4]=2[C:3]=1[OH:29]. (4) Given the reactants [Cl:1][C:2]1[CH:3]=[C:4]([CH:8]=[CH:9][C:10]=1[O:11][C:12]1[CH:17]=[CH:16][CH:15]=[CH:14][C:13]=1[C:18]#[N:19])[C:5]([OH:7])=O.Cl.CN(C)CCCN=C=NCC.ON1C2C=CC=CC=2N=N1.C(N(CC)CC)C.[NH2:49][CH2:50][C:51]1[C:52]([OH:59])=[N:53][C:54]([CH3:58])=[CH:55][C:56]=1[CH3:57], predict the reaction product. The product is: [Cl:1][C:2]1[CH:3]=[C:4]([CH:8]=[CH:9][C:10]=1[O:11][C:12]1[CH:17]=[CH:16][CH:15]=[CH:14][C:13]=1[C:18]#[N:19])[C:5]([NH:49][CH2:50][C:51]1[C:52]([OH:59])=[N:53][C:54]([CH3:58])=[CH:55][C:56]=1[CH3:57])=[O:7]. (5) Given the reactants [OH-].[K+].[CH2:3]([O:6][C:7]1[C:16]([C:17](=[O:19])[CH3:18])=[C:15]2[C:10]([C:11](=[O:27])[C:12]([CH3:26])=[C:13]([C:20]3[CH:25]=[CH:24][CH:23]=[CH:22][CH:21]=3)[O:14]2)=[CH:9][CH:8]=1)[CH:4]=[CH2:5].[CH:28](=O)[C:29]1[CH:34]=[CH:33][CH:32]=[CH:31][CH:30]=1, predict the reaction product. The product is: [CH3:26][C:12]1[C:11](=[O:27])[C:10]2[C:15](=[C:16]([C:17](=[O:19])[CH:18]=[CH:28][C:29]3[CH:34]=[CH:33][CH:32]=[CH:31][CH:30]=3)[C:7]([O:6][CH2:3][CH:4]=[CH2:5])=[CH:8][CH:9]=2)[O:14][C:13]=1[C:20]1[CH:21]=[CH:22][CH:23]=[CH:24][CH:25]=1. (6) Given the reactants [O:1]=[CH:2][C@H:3]([C@@H:5]([C@@H:7]([C@H:9]([CH3:11])[OH:10])[OH:8])[OH:6])[OH:4].C1C=C(C(O)=O)C(N)=CC=1.OC(C1(O[C@@H]([C@@H]([C@@H](CO)O)O)[C@H](NC(C)=O)[C@@H](O)C1)O)=O, predict the reaction product. The product is: [OH:1][CH:2]1[O:10][C@@H:9]([CH3:11])[C@@H:7]([OH:8])[C@@H:5]([OH:6])[C@@H:3]1[OH:4]. (7) Given the reactants [CH3:1][O:2][C:3]1[CH:4]=[C:5]([S:12]([CH2:15][CH2:16][CH2:17][N:18]2[CH2:23][CH2:22][O:21][CH2:20][CH2:19]2)(=[O:14])=[O:13])[CH:6]=[C:7]([N+:9]([O-])=O)[CH:8]=1.O.[Cl-].[NH4+], predict the reaction product. The product is: [CH3:1][O:2][C:3]1[CH:8]=[C:7]([CH:6]=[C:5]([S:12]([CH2:15][CH2:16][CH2:17][N:18]2[CH2:19][CH2:20][O:21][CH2:22][CH2:23]2)(=[O:14])=[O:13])[CH:4]=1)[NH2:9].